This data is from Forward reaction prediction with 1.9M reactions from USPTO patents (1976-2016). The task is: Predict the product of the given reaction. Given the reactants Br[CH:2]1[CH2:11][CH2:10][C:9]2[CH:8]=[C:7]([C:12]#[N:13])[CH:6]=[CH:5][C:4]=2[C:3]1=O.[CH2:15]([C:17]([NH:22][C:23]([NH2:25])=[S:24])([CH2:20][OH:21])[CH2:18][CH3:19])[CH3:16], predict the reaction product. The product is: [CH2:15]([C:17]([NH:22][C:23]1[S:24][C:2]2[CH2:11][CH2:10][C:9]3[C:4](=[CH:5][CH:6]=[C:7]([C:12]#[N:13])[CH:8]=3)[C:3]=2[N:25]=1)([CH2:20][OH:21])[CH2:18][CH3:19])[CH3:16].